From a dataset of Reaction yield outcomes from USPTO patents with 853,638 reactions. Predict the reaction yield, written as a fraction of the theoretical maximum amount of product (1.0 means a 100% yield; for example, 0.34 means a 34% yield). (1) The reactants are [Cl:1][C:2]1[CH:3]=[CH:4][C:5]2[N:9]=[CH:8][N:7]([C:10]3[S:14][C:13]([C:15]([O:17][CH3:18])=[O:16])=[C:12]([OH:19])[CH:11]=3)[C:6]=2[CH:20]=1.[Cl:21][C:22]1[CH:29]=[C:28]([F:30])[CH:27]=[CH:26][C:23]=1[CH2:24]Br. No catalyst specified. The product is [Cl:1][C:2]1[CH:3]=[CH:4][C:5]2[N:9]=[CH:8][N:7]([C:10]3[S:14][C:13]([C:15]([O:17][CH3:18])=[O:16])=[C:12]([O:19][CH2:24][C:23]4[CH:26]=[CH:27][C:28]([F:30])=[CH:29][C:22]=4[Cl:21])[CH:11]=3)[C:6]=2[CH:20]=1. The yield is 0.900. (2) The reactants are C(Cl)Cl.[O:4]1[C:8]2[CH:9]=[CH:10][CH:11]=[CH:12][C:7]=2[C:6](=[O:13])[CH2:5]1.C(N(C(C)C)CC)(C)C.[F:23][C:24]([F:37])([F:36])[S:25](O[S:25]([C:24]([F:37])([F:36])[F:23])(=[O:27])=[O:26])(=[O:27])=[O:26]. The catalyst is O. The product is [O:4]1[C:8]2[CH:9]=[CH:10][CH:11]=[CH:12][C:7]=2[C:6]([O:13][S:25]([C:24]([F:37])([F:36])[F:23])(=[O:27])=[O:26])=[CH:5]1. The yield is 0.990. (3) The reactants are Br[C:2]1[CH:7]=[CH:6][CH:5]=[CH:4][C:3]=1[Br:8].[F:9][C:10]1[CH:15]=[CH:14][C:13](B(O)O)=[CH:12][CH:11]=1. The catalyst is C1(C)C=CC=CC=1.C(O)C.C([O-])([O-])=O.[Na+].[Na+].C1C=CC([P]([Pd]([P](C2C=CC=CC=2)(C2C=CC=CC=2)C2C=CC=CC=2)([P](C2C=CC=CC=2)(C2C=CC=CC=2)C2C=CC=CC=2)[P](C2C=CC=CC=2)(C2C=CC=CC=2)C2C=CC=CC=2)(C2C=CC=CC=2)C2C=CC=CC=2)=CC=1. The product is [Br:8][C:3]1[CH:4]=[CH:5][CH:6]=[CH:7][C:2]=1[C:13]1[CH:14]=[CH:15][C:10]([F:9])=[CH:11][CH:12]=1. The yield is 0.810. (4) The reactants are [C:1]1([S:7]([N:10]2[CH:14]=[CH:13][C:12]([CH:15]=C)=[C:11]2[C:17]([O:19][CH3:20])=[O:18])(=[O:9])=[O:8])[CH:6]=[CH:5][CH:4]=[CH:3][CH:2]=1.C[N+]1([O-])CC[O:25]CC1.I([O-])(=O)(=O)=O.[Na+].C(=O)(O)[O-].[Na+]. The catalyst is O1CCCC1.[Os](=O)(=O)(=O)=O.O. The product is [CH:15]([C:12]1[CH:13]=[CH:14][N:10]([S:7]([C:1]2[CH:6]=[CH:5][CH:4]=[CH:3][CH:2]=2)(=[O:9])=[O:8])[C:11]=1[C:17]([O:19][CH3:20])=[O:18])=[O:25]. The yield is 0.880. (5) The reactants are [Cl:1][C:2]1[CH:7]=[C:6]([Cl:8])[CH:5]=[CH:4][C:3]=1[S:9]([CH3:12])(=O)=[O:10].S(=O)(=O)(O)O.[N+:18]([O-])([OH:20])=[O:19].[OH-].[Na+]. No catalyst specified. The product is [Cl:1][C:2]1[CH:7]=[C:6]([Cl:8])[C:5]([N+:18]([O-:20])=[O:19])=[CH:4][C:3]=1[S:9]([CH3:12])=[O:10]. The yield is 0.740. (6) The reactants are [CH2:1]([OH:8])[C:2]1[CH:7]=[CH:6][CH:5]=[CH:4][CH:3]=1.Cl[S:10]([N:13]=[C:14]=[O:15])(=[O:12])=[O:11].[S:16]1[CH:20]=[CH:19][CH:18]=[C:17]1[CH2:21][CH2:22][NH2:23].Cl. The catalyst is ClCCl.N1C=CC=CC=1. The product is [S:16]1[CH:20]=[CH:19][CH:18]=[C:17]1[CH2:21][CH2:22][NH:23][S:10]([NH:13][C:14](=[O:15])[O:8][CH2:1][C:2]1[CH:7]=[CH:6][CH:5]=[CH:4][CH:3]=1)(=[O:12])=[O:11]. The yield is 0.870. (7) The reactants are [CH3:1][O:2][C:3](=[O:62])[NH:4][CH:5]([C:9]([N:11]1[CH:17]([C:18]2[NH:19][C:20]([C:23]3[CH:28]=[CH:27][C:26]([C:29]4[CH:38]=[CH:37][C:36]5[C:31](=[CH:32][CH:33]=[C:34]([C:39]6[NH:40][C:41]([CH:44]7[CH:49]8[CH2:50][CH:46]([CH2:47][CH2:48]8)[N:45]7[C:51](=[O:61])[CH:52]([CH:58]7[CH2:60][CH2:59]7)[NH:53][C:54]([O:56][CH3:57])=[O:55])=[N:42][CH:43]=6)[CH:35]=5)[CH:30]=4)=[CH:25][CH:24]=3)=[CH:21][N:22]=2)[CH2:16][C:13]2([CH2:15][CH2:14]2)[CH2:12]1)=[O:10])[CH:6]([CH3:8])[CH3:7].COC(NC(C(C)C)C(O)=O)=O. No catalyst specified. The product is [CH3:57][O:56][C:54](=[O:55])[NH:53][CH:52]([C:51]([N:45]1[CH:44]([C:41]2[NH:40][C:39]([C:34]3[CH:33]=[CH:32][C:31]4[C:36](=[CH:37][CH:38]=[C:29]([C:26]5[CH:25]=[CH:24][C:23]([C:20]6[NH:19][C:18]([CH:17]7[CH2:16][C:13]8([CH2:14][CH2:15]8)[CH2:12][N:11]7[C:9](=[O:10])[CH:5]([NH:4][C:3]([O:2][CH3:1])=[O:62])[CH:6]([CH3:8])[CH3:7])=[N:22][CH:21]=6)=[CH:28][CH:27]=5)[CH:30]=4)[CH:35]=3)=[CH:43][N:42]=2)[CH:49]2[CH2:50][CH:46]1[CH2:47][CH2:48]2)=[O:61])[CH:58]([CH3:59])[CH3:60]. The yield is 0.650. (8) The reactants are [F:1][C:2]1[CH:7]=[CH:6][C:5]([C:8]([N:10]2[CH2:15][CH2:14][N:13]3[N:16]=[C:17]([CH2:20][O:21][C:22]4[CH:27]=[CH:26][CH:25]=[CH:24][CH:23]=4)[C:18](I)=[C:12]3[CH2:11]2)=[O:9])=[CH:4][CH:3]=1.[CH3:28]B(O)O. The catalyst is O1CCOCC1.C([O-])([O-])=O.[Na+].[Na+].C1C=CC([P]([Pd]([P](C2C=CC=CC=2)(C2C=CC=CC=2)C2C=CC=CC=2)([P](C2C=CC=CC=2)(C2C=CC=CC=2)C2C=CC=CC=2)[P](C2C=CC=CC=2)(C2C=CC=CC=2)C2C=CC=CC=2)(C2C=CC=CC=2)C2C=CC=CC=2)=CC=1. The product is [F:1][C:2]1[CH:7]=[CH:6][C:5]([C:8]([N:10]2[CH2:15][CH2:14][N:13]3[N:16]=[C:17]([CH2:20][O:21][C:22]4[CH:27]=[CH:26][CH:25]=[CH:24][CH:23]=4)[C:18]([CH3:28])=[C:12]3[CH2:11]2)=[O:9])=[CH:4][CH:3]=1. The yield is 0.390.